From a dataset of Catalyst prediction with 721,799 reactions and 888 catalyst types from USPTO. Predict which catalyst facilitates the given reaction. (1) Reactant: [CH3:1][Si:2]([CH3:11])([CH3:10])[C:3]#[C:4][CH2:5][CH2:6][CH:7]1[CH2:9][O:8]1.C(O)(=O)C.[Li+].[Br-:17]. Product: [Br:17][CH2:9][CH:7]([OH:8])[CH2:6][CH2:5][C:4]#[C:3][Si:2]([CH3:11])([CH3:10])[CH3:1]. The catalyst class is: 1. (2) Reactant: [H-].[Al+3].[Li+].[H-].[H-].[H-].[CH2:7]([N:14]1[C:18]([C:19](OC)=[O:20])=[CH:17][C:16]([O:23][CH2:24][CH3:25])=[N:15]1)[C:8]1[CH:13]=[CH:12][CH:11]=[CH:10][CH:9]=1. Product: [CH2:7]([N:14]1[C:18]([CH2:19][OH:20])=[CH:17][C:16]([O:23][CH2:24][CH3:25])=[N:15]1)[C:8]1[CH:9]=[CH:10][CH:11]=[CH:12][CH:13]=1. The catalyst class is: 7. (3) Reactant: [F:1][C:2]1[CH:7]=[CH:6][C:5]([CH:8]2[CH2:13][CH2:12][NH:11][CH2:10][CH:9]2[O:14][CH2:15][C:16]2[CH:25]=[C:24]([O:26][CH2:27][C:28]3[CH:33]=[CH:32][CH:31]=[CH:30][C:29]=3[O:34]COCC[Si](C)(C)C)[C:23]3[C:18](=[CH:19][CH:20]=[CH:21][CH:22]=3)[CH:17]=2)=[CH:4][CH:3]=1.Cl. Product: [F:1][C:2]1[CH:3]=[CH:4][C:5]([CH:8]2[CH2:13][CH2:12][NH:11][CH2:10][CH:9]2[O:14][CH2:15][C:16]2[CH:25]=[C:24]([O:26][CH2:27][C:28]3[CH:33]=[CH:32][CH:31]=[CH:30][C:29]=3[OH:34])[C:23]3[C:18](=[CH:19][CH:20]=[CH:21][CH:22]=3)[CH:17]=2)=[CH:6][CH:7]=1. The catalyst class is: 5. (4) Reactant: CCOC(C)=O.[F:7][C:8]([F:34])([C:23]1([OH:33])[CH2:28][C:27]([CH3:30])([CH3:29])[CH2:26][C:25]([CH3:32])([CH3:31])[CH2:24]1)[C:9]([N:11]1[CH2:15][CH2:14][CH2:13][C@H:12]1[C:16]1[CH:20]=[C:19]([CH2:21][OH:22])[O:18][N:17]=1)=[O:10].CCN(CC)CC.[CH3:42][S:43](Cl)(=[O:45])=[O:44]. Product: [CH3:42][S:43]([O:22][CH2:21][C:19]1[O:18][N:17]=[C:16]([C@@H:12]2[CH2:13][CH2:14][CH2:15][N:11]2[C:9](=[O:10])[C:8]([F:7])([F:34])[C:23]2([OH:33])[CH2:24][C:25]([CH3:32])([CH3:31])[CH2:26][C:27]([CH3:30])([CH3:29])[CH2:28]2)[CH:20]=1)(=[O:45])=[O:44]. The catalyst class is: 6. (5) Reactant: [C:1]([O:5][C:6]([N:8]1[CH2:13][CH2:12][CH:11]([OH:14])[CH2:10][CH2:9]1)=[O:7])([CH3:4])([CH3:3])[CH3:2].[H-].[Na+].Br[CH:18]([CH3:22])[C:19]([OH:21])=[O:20]. Product: [C:1]([O:5][C:6]([N:8]1[CH2:13][CH2:12][CH:11]([O:14][CH:18]([C:19]([OH:21])=[O:20])[CH3:22])[CH2:10][CH2:9]1)=[O:7])([CH3:4])([CH3:2])[CH3:3]. The catalyst class is: 12.